This data is from Full USPTO retrosynthesis dataset with 1.9M reactions from patents (1976-2016). The task is: Predict the reactants needed to synthesize the given product. (1) The reactants are: [C:1]([O:5][C:6]([NH:8][C:9]1[CH:14]=[CH:13][C:12]([CH2:15][CH2:16][O:17][C:18]2[CH:23]=[CH:22][C:21]([CH2:24][CH:25]([O:29][CH2:30][CH3:31])[C:26]([OH:28])=O)=[CH:20][CH:19]=2)=[CH:11][CH:10]=1)=[O:7])([CH3:4])([CH3:3])[CH3:2].[CH2:32]1[CH2:37][CH2:36]C(N=C=N[CH:32]2[CH2:37][CH2:36]C[CH2:34][CH2:33]2)[CH2:34][CH2:33]1.[CH3:47][CH2:48]N(C(C)C)C(C)C.C(NCC1C=CC=CC=1)C.[C:66](#[N:68])[CH3:67]. Given the product [CH2:66]([N:68]([CH2:47][CH3:48])[C:26](=[O:28])[CH:25]([O:29][CH2:30][CH3:31])[CH2:24][C:21]1[CH:22]=[CH:23][C:18]([O:17][CH2:16][CH2:15][C:12]2[CH:11]=[CH:10][C:9]([NH:8][C:6](=[O:7])[O:5][C:1]([CH3:2])([CH3:3])[CH3:4])=[CH:14][CH:13]=2)=[CH:19][CH:20]=1)[C:67]1[CH:36]=[CH:37][CH:32]=[CH:33][CH:34]=1, predict the reactants needed to synthesize it. (2) Given the product [CH2:3]([O:10][C:11]1[CH:12]=[C:13]2[C:17](=[CH:18][CH:19]=1)[NH:16][CH:15]=[C:14]2[Br:1])[C:4]1[CH:5]=[CH:6][CH:7]=[CH:8][CH:9]=1, predict the reactants needed to synthesize it. The reactants are: [Br:1]Br.[CH2:3]([O:10][C:11]1[CH:12]=[C:13]2[C:17](=[CH:18][CH:19]=1)[NH:16][CH:15]=[CH:14]2)[C:4]1[CH:9]=[CH:8][CH:7]=[CH:6][CH:5]=1.[OH-].[NH4+].S([O-])([O-])(=O)=S.[Na+].[Na+]. (3) Given the product [CH3:1][N+:2]1([CH3:26])[C@@H:3]2[C@@H:9]3[O:10][C@@H:8]3[C@H:7]1[CH2:6][C@@H:5]([O:11][C:12]([C:14]([OH:25])([C:15]1[S:19][CH:18]=[CH:17][CH:16]=1)[C:20]1[S:24][CH:23]=[CH:22][CH:21]=1)=[O:13])[CH2:4]2.[C:33]1([S:39]([O-:42])(=[O:41])=[O:40])[CH:38]=[CH:37][CH:36]=[CH:35][CH:34]=1.[CH3:1][N+:2]1([CH3:26])[C@@H:3]2[C@@H:9]3[O:10][C@@H:8]3[C@H:7]1[CH2:6][C@@H:5]([O:11][C:12]([C:14]([OH:25])([C:15]1[S:19][CH:18]=[CH:17][CH:16]=1)[C:20]1[S:24][CH:23]=[CH:22][CH:21]=1)=[O:13])[CH2:4]2, predict the reactants needed to synthesize it. The reactants are: [CH3:1][N+:2]1([CH3:26])[C@@H:7]2[C@@H:8]3[O:10][C@@H:9]3[C@H:3]1[CH2:4][C@@H:5]([O:11][C:12]([C:14]([OH:25])([C:20]1[S:24][CH:23]=[CH:22][CH:21]=1)[C:15]1[S:19][CH:18]=[CH:17][CH:16]=1)=[O:13])[CH2:6]2.O.[Br-].C(=O)(O)[O-].[C:33]1([S:39]([OH:42])(=[O:41])=[O:40])[CH:38]=[CH:37][CH:36]=[CH:35][CH:34]=1. (4) The reactants are: [BH4-].[Na+].[F:3][C:4]1[C:9]([F:10])=[C:8]([C:11](N2C=CN=C2)=[O:12])[CH:7]=[CH:6][C:5]=1[CH2:18][CH2:19][C:20]1[N:21]=[C:22]([NH:25][C:26](=[O:28])[CH3:27])[S:23][CH:24]=1.[Cl-].[NH4+]. Given the product [F:3][C:4]1[C:9]([F:10])=[C:8]([CH2:11][OH:12])[CH:7]=[CH:6][C:5]=1[CH2:18][CH2:19][C:20]1[N:21]=[C:22]([NH:25][C:26](=[O:28])[CH3:27])[S:23][CH:24]=1, predict the reactants needed to synthesize it. (5) Given the product [F:11][CH:2]([F:1])[S:3][C:4]1[CH:10]=[CH:9][C:7]([NH:8][C:22](=[O:23])[CH2:21][C:17]2[CH:16]=[C:15]3[C:20](=[CH:19][CH:18]=2)[NH:12][CH:13]=[CH:14]3)=[CH:6][CH:5]=1, predict the reactants needed to synthesize it. The reactants are: [F:1][CH:2]([F:11])[S:3][C:4]1[CH:10]=[CH:9][C:7]([NH2:8])=[CH:6][CH:5]=1.[NH:12]1[C:20]2[C:15](=[CH:16][C:17]([CH2:21][C:22](O)=[O:23])=[CH:18][CH:19]=2)[CH:14]=[CH:13]1. (6) Given the product [C:3]([O:7][C:8]([N:10]1[CH2:16][CH2:15][C:14]2[C:17]([S:22][CH2:29][CH2:30][CH2:31][N:32]3[C:40]4[C:35](=[CH:36][CH:37]=[CH:38][CH:39]=4)[C:34]([CH3:42])([CH3:41])[C:33]3=[O:43])=[C:18]([Cl:21])[CH:19]=[CH:20][C:13]=2[CH2:12][CH2:11]1)=[O:9])([CH3:5])([CH3:6])[CH3:4], predict the reactants needed to synthesize it. The reactants are: [OH-].[K+].[C:3]([O:7][C:8]([N:10]1[CH2:16][CH2:15][C:14]2[C:17]([S:22]C(=O)N(C)C)=[C:18]([Cl:21])[CH:19]=[CH:20][C:13]=2[CH2:12][CH2:11]1)=[O:9])([CH3:6])([CH3:5])[CH3:4].Br[CH2:29][CH2:30][CH2:31][N:32]1[C:40]2[C:35](=[CH:36][CH:37]=[CH:38][CH:39]=2)[C:34]([CH3:42])([CH3:41])[C:33]1=[O:43].O. (7) Given the product [NH2:31][C:9]1[C:8]2[N:18]=[C:5]([CH2:1][CH2:2][CH2:3][CH3:4])[N:6]([CH2:19][CH2:20][CH2:21][C:22]([C:24]3[CH:29]=[CH:28][CH:27]=[CH:26][CH:25]=3)=[O:23])[C:7]=2[C:16]2[CH:15]=[CH:14][CH:13]=[CH:12][C:11]=2[N:10]=1, predict the reactants needed to synthesize it. The reactants are: [CH2:1]([C:5]1[N:6]([CH2:19][CH2:20][CH2:21][C:22]([C:24]2[CH:29]=[CH:28][CH:27]=[CH:26][CH:25]=2)=[O:23])[C:7]2[C:16]3[CH:15]=[CH:14][CH:13]=[CH:12][C:11]=3[N+:10]([O-])=[CH:9][C:8]=2[N:18]=1)[CH2:2][CH2:3][CH3:4].[OH-].[NH4+:31].C1(C)C=CC(S(Cl)(=O)=O)=CC=1. (8) Given the product [F:1][C:2]1[CH:9]=[CH:8][CH:7]=[CH:6][C:3]=1[CH2:4][N:12]1[CH2:17][CH2:16][C:15](=[O:18])[CH2:14][CH2:13]1, predict the reactants needed to synthesize it. The reactants are: [F:1][C:2]1[CH:9]=[CH:8][CH:7]=[CH:6][C:3]=1[CH2:4]Cl.O.Cl.[NH:12]1[CH2:17][CH2:16][C:15](=[O:18])[CH2:14][CH2:13]1.C(N(CC)CC)C. (9) Given the product [F:18][P-:19]([F:24])([F:23])([F:22])([F:21])[F:20].[CH2:14]([N:11]([CH2:12][CH3:13])[CH:10]=[N+:9]([CH2:16][CH3:17])[CH2:7][CH3:8])[CH3:15], predict the reactants needed to synthesize it. The reactants are: COS([O-])(=O)=O.[CH2:7]([N:9]([CH2:16][CH3:17])[CH:10]=[N+:11]([CH2:14][CH3:15])[CH2:12][CH3:13])[CH3:8].[F:18][P-:19]([F:24])([F:23])([F:22])([F:21])[F:20].[NH4+]. (10) Given the product [CH3:6][O:7][C:8]1[CH:13]=[CH:12][C:11]([C:1](=[O:4])[CH2:2][CH3:3])=[CH:10][CH:9]=1, predict the reactants needed to synthesize it. The reactants are: [C:1](Cl)(=[O:4])[CH2:2][CH3:3].[CH3:6][O:7][C:8]1[CH:13]=[CH:12][CH:11]=[CH:10][CH:9]=1.